From a dataset of Forward reaction prediction with 1.9M reactions from USPTO patents (1976-2016). Predict the product of the given reaction. (1) Given the reactants Br[C:2]1[CH:7]=[CH:6][C:5]([C:8]2[O:12][N:11]=[C:10]([CH3:13])[C:9]=2[CH2:14][C:15]([F:25])([F:24])[CH2:16][CH2:17][C:18]2[CH:23]=[CH:22][CH:21]=[CH:20][CH:19]=2)=[CH:4][CH:3]=1.[CH2:26]([O:28][C:29](=[O:47])[CH:30]([C:32]1[CH:37]=[CH:36][C:35](B2OC(C)(C)C(C)(C)O2)=[CH:34][CH:33]=1)[CH3:31])[CH3:27], predict the reaction product. The product is: [CH2:26]([O:28][C:29](=[O:47])[CH:30]([C:32]1[CH:37]=[CH:36][C:35]([C:2]2[CH:7]=[CH:6][C:5]([C:8]3[O:12][N:11]=[C:10]([CH3:13])[C:9]=3[CH2:14][C:15]([F:25])([F:24])[CH2:16][CH2:17][C:18]3[CH:23]=[CH:22][CH:21]=[CH:20][CH:19]=3)=[CH:4][CH:3]=2)=[CH:34][CH:33]=1)[CH3:31])[CH3:27]. (2) Given the reactants [Br:1][C:2]1[C:10]2[C:9](Cl)=[N:8][CH:7]=[N:6][C:5]=2[NH:4][CH:3]=1.[CH:12]([O:15][C:16]1[CH:24]=[C:23]2[C:19]([CH:20]=[N:21][NH:22]2)=[CH:18][C:17]=1[NH2:25])([CH3:14])[CH3:13], predict the reaction product. The product is: [Br:1][C:2]1[C:10]2[C:9]([NH:25][C:17]3[CH:18]=[C:19]4[C:23](=[CH:24][C:16]=3[O:15][CH:12]([CH3:14])[CH3:13])[NH:22][N:21]=[CH:20]4)=[N:8][CH:7]=[N:6][C:5]=2[NH:4][CH:3]=1. (3) Given the reactants [C:1]([C:4]1[C:17]2[C:8](=[C:9]3[CH2:20][CH2:19][CH2:18][N:11]4[CH2:12][CH2:13][CH2:14][C:15]([CH:16]=2)=[C:10]34)[O:7][C:6](=[O:21])[CH:5]=1)(=[O:3])[CH3:2], predict the reaction product. The product is: [OH:3][CH:1]([C:4]1[C:17]2[C:8](=[C:9]3[CH2:20][CH2:19][CH2:18][N:11]4[CH2:12][CH2:13][CH2:14][C:15]([CH:16]=2)=[C:10]34)[O:7][C:6](=[O:21])[CH:5]=1)[CH3:2]. (4) Given the reactants COC([CH:5]1[CH2:10][C:9]([C:26]#[N:27])([C:11]2[CH:16]=[CH:15][C:14]([O:17][CH2:18][CH2:19][CH2:20][N:21]3[CH2:25][CH2:24][CH2:23][CH2:22]3)=[CH:13][CH:12]=2)[CH2:8][CH2:7][C:6]1=[O:28])=O.CS(C)=O.[Cl-].[Na+], predict the reaction product. The product is: [O:28]=[C:6]1[CH2:5][CH2:10][C:9]([C:11]2[CH:16]=[CH:15][C:14]([O:17][CH2:18][CH2:19][CH2:20][N:21]3[CH2:25][CH2:24][CH2:23][CH2:22]3)=[CH:13][CH:12]=2)([C:26]#[N:27])[CH2:8][CH2:7]1. (5) Given the reactants [CH3:1][O:2][C:3]1[CH:8]=[C:7]([C:9]([F:12])([F:11])[F:10])[CH:6]=[C:5]([N+:13]([O-])=O)[CH:4]=1, predict the reaction product. The product is: [CH3:1][O:2][C:3]1[CH:4]=[C:5]([CH:6]=[C:7]([C:9]([F:10])([F:11])[F:12])[CH:8]=1)[NH2:13]. (6) Given the reactants [N:1]1([CH2:7][CH2:8][N:9](C(OC(C)(C)C)=O)[O:10]C(OC(C)(C)C)=O)[CH2:6][CH2:5][CH2:4][CH2:3][CH2:2]1.[ClH:25].C(OCC)(=O)C, predict the reaction product. The product is: [ClH:25].[ClH:25].[N:1]1([CH2:7][CH2:8][NH:9][OH:10])[CH2:6][CH2:5][CH2:4][CH2:3][CH2:2]1. (7) Given the reactants [Cl:1][C:2]1[C:3]([F:23])=[C:4]([NH:8][C:9]2[C:18]3[C:13](=[CH:14][C:15]([O:21][CH3:22])=[C:16]([CH:19]=O)[CH:17]=3)[N:12]=[CH:11][N:10]=2)[CH:5]=[CH:6][CH:7]=1.[NH:24]1[CH2:27][CH2:26][CH:25]1[C:28]([OH:30])=[O:29], predict the reaction product. The product is: [Cl:1][C:2]1[C:3]([F:23])=[C:4]([NH:8][C:9]2[C:18]3[C:13](=[CH:14][C:15]([O:21][CH3:22])=[C:16]([CH2:19][N:24]4[CH2:27][CH2:26][CH:25]4[C:28]([OH:30])=[O:29])[CH:17]=3)[N:12]=[CH:11][N:10]=2)[CH:5]=[CH:6][CH:7]=1. (8) The product is: [F:1][C:2]1[CH:10]=[CH:9][C:8]2[N:7]([CH2:11][C:12]3[CH:21]=[CH:20][C:15]([C:16]([O:18][CH3:19])=[O:17])=[CH:14][CH:13]=3)[C:6]3[CH2:22][CH2:23][N:24]([CH2:27][CH2:28][N:49]4[CH2:50][CH2:51][CH:46]([CH2:45][OH:44])[CH2:47][CH2:48]4)[C:25](=[O:26])[C:5]=3[C:4]=2[CH:3]=1. Given the reactants [F:1][C:2]1[CH:10]=[CH:9][C:8]2[N:7]([CH2:11][C:12]3[CH:21]=[CH:20][C:15]([C:16]([O:18][CH3:19])=[O:17])=[CH:14][CH:13]=3)[C:6]3[CH2:22][CH2:23][N:24]([CH2:27][CH2:28]O)[C:25](=[O:26])[C:5]=3[C:4]=2[CH:3]=1.CCN(C(C)C)C(C)C.CS(Cl)(=O)=O.[OH:44][CH2:45][CH:46]1[CH2:51][CH2:50][NH:49][CH2:48][CH2:47]1, predict the reaction product.